Dataset: Full USPTO retrosynthesis dataset with 1.9M reactions from patents (1976-2016). Task: Predict the reactants needed to synthesize the given product. (1) Given the product [Cl:25][C:19]1[CH:20]=[CH:21][CH:22]=[CH:23][C:18]=1[CH2:17][O:3][C:4]1[C:13]2[C:8](=[CH:9][CH:10]=[CH:11][CH:12]=2)[C:7]([CH:14]=[O:15])=[CH:6][CH:5]=1, predict the reactants needed to synthesize it. The reactants are: [H-].[Na+].[OH:3][C:4]1[C:13]2[C:8](=[CH:9][CH:10]=[CH:11][CH:12]=2)[C:7]([CH:14]=[O:15])=[CH:6][CH:5]=1.Br[CH2:17][C:18]1[CH:23]=[CH:22][CH:21]=[C:20](Cl)[CH:19]=1.[ClH:25]. (2) Given the product [C:1]([O:5][C:6]([N:8]1[CH2:13][CH2:12][CH:11]([C:14]2[N:15]([CH3:35])[CH:16]=[C:17]([C:19]3[CH:24]=[CH:23][C:22]([F:25])=[C:21]([C:26]([F:27])([F:28])[F:29])[CH:20]=3)[N:18]=2)[CH2:10][CH2:9]1)=[O:7])([CH3:4])([CH3:2])[CH3:3], predict the reactants needed to synthesize it. The reactants are: [C:1]([O:5][C:6]([N:8]1[CH2:13][CH2:12][CH:11]([C:14]2[NH:15][CH:16]=[C:17]([C:19]3[CH:24]=[CH:23][C:22]([F:25])=[C:21]([C:26]([F:29])([F:28])[F:27])[CH:20]=3)[N:18]=2)[CH2:10][CH2:9]1)=[O:7])([CH3:4])([CH3:3])[CH3:2].[H-].[Na+].CI.O1CCC[CH2:35]1. (3) Given the product [Cl:1][C:2]1[CH:3]=[CH:4][C:5]([F:37])=[C:6]([NH:8][C:9]2[N:14]3[N:15]=[CH:16][C:17]([S:18]([NH:21][C:38](=[O:40])[CH3:39])(=[O:19])=[O:20])=[C:13]3[N:12]=[CH:11][C:10]=2[C:22]([N:24]2[CH2:25][CH2:26][CH:27]([C:30]3[CH:31]=[CH:32][C:33]([F:36])=[CH:34][CH:35]=3)[CH2:28][CH2:29]2)=[O:23])[CH:7]=1, predict the reactants needed to synthesize it. The reactants are: [Cl:1][C:2]1[CH:3]=[CH:4][C:5]([F:37])=[C:6]([NH:8][C:9]2[N:14]3[N:15]=[CH:16][C:17]([S:18]([NH2:21])(=[O:20])=[O:19])=[C:13]3[N:12]=[CH:11][C:10]=2[C:22]([N:24]2[CH2:29][CH2:28][CH:27]([C:30]3[CH:35]=[CH:34][C:33]([F:36])=[CH:32][CH:31]=3)[CH2:26][CH2:25]2)=[O:23])[CH:7]=1.[C:38](O)(=[O:40])[CH3:39].